Dataset: NCI-60 drug combinations with 297,098 pairs across 59 cell lines. Task: Regression. Given two drug SMILES strings and cell line genomic features, predict the synergy score measuring deviation from expected non-interaction effect. (1) Drug 1: CCN(CC)CCNC(=O)C1=C(NC(=C1C)C=C2C3=C(C=CC(=C3)F)NC2=O)C. Drug 2: COCCOC1=C(C=C2C(=C1)C(=NC=N2)NC3=CC=CC(=C3)C#C)OCCOC.Cl. Cell line: HCT-15. Synergy scores: CSS=5.23, Synergy_ZIP=-4.60, Synergy_Bliss=-5.15, Synergy_Loewe=-0.376, Synergy_HSA=-1.45. (2) Cell line: CAKI-1. Drug 1: CC1=C(N=C(N=C1N)C(CC(=O)N)NCC(C(=O)N)N)C(=O)NC(C(C2=CN=CN2)OC3C(C(C(C(O3)CO)O)O)OC4C(C(C(C(O4)CO)O)OC(=O)N)O)C(=O)NC(C)C(C(C)C(=O)NC(C(C)O)C(=O)NCCC5=NC(=CS5)C6=NC(=CS6)C(=O)NCCC[S+](C)C)O. Synergy scores: CSS=46.6, Synergy_ZIP=-2.68, Synergy_Bliss=-2.66, Synergy_Loewe=1.78, Synergy_HSA=4.58. Drug 2: CC1C(C(CC(O1)OC2CC(CC3=C2C(=C4C(=C3O)C(=O)C5=CC=CC=C5C4=O)O)(C(=O)C)O)N)O. (3) Drug 1: CC=C1C(=O)NC(C(=O)OC2CC(=O)NC(C(=O)NC(CSSCCC=C2)C(=O)N1)C(C)C)C(C)C. Drug 2: C(CC(=O)O)C(=O)CN.Cl. Cell line: M14. Synergy scores: CSS=35.3, Synergy_ZIP=-5.51, Synergy_Bliss=-5.24, Synergy_Loewe=-8.73, Synergy_HSA=-8.22. (4) Drug 1: CC1C(C(CC(O1)OC2CC(CC3=C2C(=C4C(=C3O)C(=O)C5=C(C4=O)C(=CC=C5)OC)O)(C(=O)C)O)N)O.Cl. Drug 2: C1=CC(=CC=C1C#N)C(C2=CC=C(C=C2)C#N)N3C=NC=N3. Cell line: MCF7. Synergy scores: CSS=3.27, Synergy_ZIP=-4.96, Synergy_Bliss=3.46, Synergy_Loewe=-24.2, Synergy_HSA=2.99. (5) Drug 1: C1CCN(CC1)CCOC2=CC=C(C=C2)C(=O)C3=C(SC4=C3C=CC(=C4)O)C5=CC=C(C=C5)O. Drug 2: C1CN1P(=S)(N2CC2)N3CC3. Cell line: SF-268. Synergy scores: CSS=16.8, Synergy_ZIP=-2.73, Synergy_Bliss=2.26, Synergy_Loewe=-4.61, Synergy_HSA=-3.73. (6) Drug 1: C1CN1P(=S)(N2CC2)N3CC3. Drug 2: C(CCl)NC(=O)N(CCCl)N=O. Cell line: MALME-3M. Synergy scores: CSS=6.72, Synergy_ZIP=-4.97, Synergy_Bliss=-4.26, Synergy_Loewe=-5.29, Synergy_HSA=-2.83. (7) Drug 1: C1C(C(OC1N2C=C(C(=O)NC2=O)F)CO)O. Drug 2: C1CN1C2=NC(=NC(=N2)N3CC3)N4CC4. Cell line: HCC-2998. Synergy scores: CSS=33.3, Synergy_ZIP=-12.6, Synergy_Bliss=-12.6, Synergy_Loewe=-6.69, Synergy_HSA=-2.81. (8) Drug 1: CCCCC(=O)OCC(=O)C1(CC(C2=C(C1)C(=C3C(=C2O)C(=O)C4=C(C3=O)C=CC=C4OC)O)OC5CC(C(C(O5)C)O)NC(=O)C(F)(F)F)O. Drug 2: C1C(C(OC1N2C=NC(=NC2=O)N)CO)O. Cell line: COLO 205. Synergy scores: CSS=58.2, Synergy_ZIP=-7.56, Synergy_Bliss=-4.53, Synergy_Loewe=-3.52, Synergy_HSA=-0.603. (9) Drug 1: CN1CCC(CC1)COC2=C(C=C3C(=C2)N=CN=C3NC4=C(C=C(C=C4)Br)F)OC. Drug 2: C1=CC=C(C=C1)NC(=O)CCCCCCC(=O)NO. Cell line: MOLT-4. Synergy scores: CSS=31.7, Synergy_ZIP=0.541, Synergy_Bliss=1.86, Synergy_Loewe=-9.11, Synergy_HSA=2.19.